This data is from Forward reaction prediction with 1.9M reactions from USPTO patents (1976-2016). The task is: Predict the product of the given reaction. Given the reactants [C:1]([C:5]1[CH:6]=[C:7]([C:15]2[CH2:16][C:17]3[C:22]([CH:23]=2)=[CH:21][CH:20]=[CH:19][CH:18]=3)[CH:8]=[C:9]([C:11]([CH3:14])([CH3:13])[CH3:12])[CH:10]=1)([CH3:4])([CH3:3])[CH3:2].[CH2:24]([Li])[CH2:25][CH2:26][CH3:27].[Cl-:29].[Cl-].[Cl-].[Cl-].[Zr+4:33], predict the reaction product. The product is: [Cl-:29].[Cl-:29].[C:1]([C:5]1[CH:6]=[C:7]([C:15]2[CH:23]([Zr+2:33][CH:24]3[C:17]4[C:27](=[CH:22][CH:23]=[CH:15][CH:16]=4)[CH:26]=[C:25]3[C:7]3[CH:6]=[C:5]([C:1]([CH3:3])([CH3:2])[CH3:4])[CH:10]=[C:9]([C:11]([CH3:14])([CH3:13])[CH3:12])[CH:8]=3)[C:22]3[C:17]([CH:16]=2)=[CH:18][CH:19]=[CH:20][CH:21]=3)[CH:8]=[C:9]([C:11]([CH3:14])([CH3:13])[CH3:12])[CH:10]=1)([CH3:2])([CH3:3])[CH3:4].